Dataset: Full USPTO retrosynthesis dataset with 1.9M reactions from patents (1976-2016). Task: Predict the reactants needed to synthesize the given product. (1) Given the product [N:49]([CH:7]1[C:6]2[CH:10]=[CH:11][CH:12]=[CH:13][C:5]=2[CH:4]=[N:3][N:2]([CH3:1])[C:8]1=[O:9])=[N+:50]=[N-:51], predict the reactants needed to synthesize it. The reactants are: [CH3:1][N:2]1[C:8](=[O:9])[CH2:7][C:6]2[CH:10]=[CH:11][CH:12]=[CH:13][C:5]=2[CH:4]=[N:3]1.C[Si]([N-][Si](C)(C)C)(C)C.[K+].C1(C)C=CC=CC=1.C(C1C=C(C(C)C)C=C(C(C)C)C=1S([N:49]=[N+:50]=[N-:51])(=O)=O)(C)C.C(O)(=O)C. (2) Given the product [O:27]=[C:7]1[N:8]=[C:9]([NH:12][C:13](=[O:26])[CH2:14][C:15]2[CH:20]=[CH:19][CH:18]=[C:17]([O:21][C:22]([F:25])([F:23])[F:24])[CH:16]=2)[CH:10]=[CH:11][NH:6]1, predict the reactants needed to synthesize it. The reactants are: BrCCCC[N:6]1[CH:11]=[CH:10][C:9]([NH:12][C:13](=[O:26])[CH2:14][C:15]2[CH:20]=[CH:19][CH:18]=[C:17]([O:21][C:22]([F:25])([F:24])[F:23])[CH:16]=2)=[N:8][C:7]1=[O:27].[N-]=[N+]=[N-].[Na+].